Dataset: Catalyst prediction with 721,799 reactions and 888 catalyst types from USPTO. Task: Predict which catalyst facilitates the given reaction. (1) Reactant: [CH3:1][S:2]([C:5]1[CH:10]=[CH:9][C:8]([CH:11]([C:25]2[CH:30]=[CH:29][CH:28]=[CH:27][C:26]=2[CH3:31])[CH2:12][C:13]2([CH:18]3[CH2:23][CH2:22][CH:21]([OH:24])[CH2:20][CH2:19]3)[O:17][CH2:16][CH2:15][O:14]2)=[CH:7][CH:6]=1)(=[O:4])=[O:3].CC(OI1(OC(C)=O)(OC(C)=O)OC(=O)C2C1=CC=CC=2)=O. Product: [CH3:1][S:2]([C:5]1[CH:10]=[CH:9][C:8]([CH:11]([C:25]2[CH:30]=[CH:29][CH:28]=[CH:27][C:26]=2[CH3:31])[CH2:12][C:13]2([CH:18]3[CH2:19][CH2:20][C:21](=[O:24])[CH2:22][CH2:23]3)[O:17][CH2:16][CH2:15][O:14]2)=[CH:7][CH:6]=1)(=[O:3])=[O:4]. The catalyst class is: 4. (2) Reactant: C(OC([N:8]1[CH2:13][CH2:12][N:11]([C:14]2[CH:19]=[CH:18][CH:17]=[C:16]([S:20]([N:23]3[CH2:28][CH2:27][CH:26]([C:29]4[CH:34]=[CH:33][CH:32]=[CH:31][C:30]=4[F:35])[CH2:25][CH2:24]3)(=[O:22])=[O:21])[N:15]=2)[CH2:10][CH2:9]1)=O)(C)(C)C. Product: [F:35][C:30]1[CH:31]=[CH:32][CH:33]=[CH:34][C:29]=1[CH:26]1[CH2:25][CH2:24][N:23]([S:20]([C:16]2[N:15]=[C:14]([N:11]3[CH2:12][CH2:13][NH:8][CH2:9][CH2:10]3)[CH:19]=[CH:18][CH:17]=2)(=[O:21])=[O:22])[CH2:28][CH2:27]1. The catalyst class is: 281.